This data is from Full USPTO retrosynthesis dataset with 1.9M reactions from patents (1976-2016). The task is: Predict the reactants needed to synthesize the given product. (1) Given the product [CH2:1]([C:5]1=[CH:6][N:7]([C:24]([CH3:26])([CH3:25])[CH3:27])[S:8]/[C:9]/1=[N:10]\[C:11]([C@:13]1([CH3:23])[CH2:17][CH2:16][C@H:15]([C:18]([NH:30][CH3:29])=[O:20])[C:14]1([CH3:22])[CH3:21])=[O:12])[CH2:2][CH2:3][CH3:4], predict the reactants needed to synthesize it. The reactants are: [CH2:1]([C:5]1=[CH:6][N:7]([C:24]([CH3:27])([CH3:26])[CH3:25])[S:8]/[C:9]/1=[N:10]\[C:11]([C@:13]1([CH3:23])[CH2:17][CH2:16][C@H:15]([C:18]([OH:20])=O)[C:14]1([CH3:22])[CH3:21])=[O:12])[CH2:2][CH2:3][CH3:4].Cl.[CH3:29][NH2:30]. (2) The reactants are: N1([C@]23CC[C@@H](C(C)=C)[C@@H]2[C@@H]2[C@@](C)(CC3)[C@@]3(C)[C@@H]([C@]4(C)[C@@H](CC3)C(C)(C)C(=O)CC4)CC2)CC1.[CH3:34][S:35]([CH:38]1[CH2:43][CH2:42][NH:41][CH2:40][CH2:39]1)(=[O:37])=[O:36].[N:44]1([C@:47]23[CH2:83][CH2:82][C@@H:81]([C:84]([CH3:86])=[CH2:85])[C@@H:48]2[C@@H:49]2[C@@:62]([CH3:65])([CH2:63][CH2:64]3)[C@@:61]3([CH3:66])[C@@H:52]([C@:53]4([CH3:80])[C@@H:58]([CH2:59][CH2:60]3)[C:57]([CH3:68])([CH3:67])[C:56]([C:69]3[CH2:74][CH:73]5[CH:71]([CH:72]5[C:75]([O:77][CH2:78][CH3:79])=[O:76])[CH:70]=3)=[CH:55][CH2:54]4)[CH2:51][CH2:50]2)[CH2:46][CH2:45]1. Given the product [CH3:65][C@:62]12[C@@:61]3([CH3:66])[C@@H:52]([C@:53]4([CH3:80])[C@@H:58]([CH2:59][CH2:60]3)[C:57]([CH3:67])([CH3:68])[C:56]([C:69]3[CH2:74][CH:73]5[CH:71]([CH:72]5[C:75]([O:77][CH2:78][CH3:79])=[O:76])[CH:70]=3)=[CH:55][CH2:54]4)[CH2:51][CH2:50][C@@H:49]1[C@H:48]1[C@H:81]([C:84]([CH3:86])=[CH2:85])[CH2:82][CH2:83][C@:47]1([NH:44][CH2:45][CH2:46][N:41]1[CH2:42][CH2:43][CH:38]([S:35]([CH3:34])(=[O:37])=[O:36])[CH2:39][CH2:40]1)[CH2:64][CH2:63]2, predict the reactants needed to synthesize it.